This data is from Full USPTO retrosynthesis dataset with 1.9M reactions from patents (1976-2016). The task is: Predict the reactants needed to synthesize the given product. (1) Given the product [CH3:10][O:9][C:7]([C@@H:2]1[CH2:3][CH2:4][CH2:5][CH2:6][C@@H:1]1[C:11]([OH:13])=[O:12])=[O:8], predict the reactants needed to synthesize it. The reactants are: [CH:1]1([C:11]([O:13]C)=[O:12])[CH2:6][CH2:5][CH2:4][CH2:3][CH:2]1[C:7]([O:9][CH3:10])=[O:8].P([O-])([O-])([O-])=O.[K+].[K+].[K+].[OH-].[Na+]. (2) Given the product [CH2:29]([C:28]1[NH:27][C:25](=[O:26])[N:24]([CH:21]2[CH2:22][CH2:23][N:18]([CH2:11][C:12]3[CH:17]=[CH:16][CH:15]=[CH:14][CH:13]=3)[CH2:19][CH2:20]2)[CH:36]=1)[C:30]1[CH:35]=[CH:34][CH:33]=[CH:32][CH:31]=1, predict the reactants needed to synthesize it. The reactants are: [H-].C([Al+]CC(C)C)C(C)C.[CH2:11]([N:18]1[CH2:23][CH2:22][CH:21]([NH:24][C:25]([NH:27][C@H:28]([C:36](OC)=O)[CH2:29][C:30]2[CH:35]=[CH:34][CH:33]=[CH:32][CH:31]=2)=[O:26])[CH2:20][CH2:19]1)[C:12]1[CH:17]=[CH:16][CH:15]=[CH:14][CH:13]=1. (3) Given the product [CH3:1][O:2][C:3](=[O:15])[C:4]1[CH:9]=[CH:8][C:7]([O:10][CH2:25][CH:26]2[CH2:28][CH2:27]2)=[CH:6][C:5]=1[C:11]([F:13])([F:12])[F:14], predict the reactants needed to synthesize it. The reactants are: [CH3:1][O:2][C:3](=[O:15])[C:4]1[CH:9]=[CH:8][C:7]([OH:10])=[CH:6][C:5]=1[C:11]([F:14])([F:13])[F:12].[Na+].[I-].C([O-])([O-])=O.[K+].[K+].Br[CH2:25][CH:26]1[CH2:28][CH2:27]1. (4) Given the product [F:1][C:2]1[CH:3]=[CH:4][C:5]([O:6][CH2:7][C:8]2[N:9]=[C:10]3[CH2:15][CH2:14][N:13]([C:16]4[CH:21]=[CH:20][C:19]([F:22])=[CH:18][CH:17]=4)[C:12](=[O:23])[N:11]3[CH:24]=2)=[CH:25][CH:26]=1, predict the reactants needed to synthesize it. The reactants are: [F:1][C:2]1[CH:26]=[CH:25][C:5]([O:6][CH2:7][C:8]2[N:9]=[C:10]3[CH:15]=[CH:14][N:13]([C:16]4[CH:21]=[CH:20][C:19]([F:22])=[CH:18][CH:17]=4)[C:12](=[O:23])[N:11]3[CH:24]=2)=[CH:4][CH:3]=1.[H][H]. (5) Given the product [CH2:8]([O:7][C:5](=[O:6])[CH2:4][C:3](=[NH:2])[N:13]1[CH2:17][CH2:16][CH2:15][CH2:14]1)[CH3:9], predict the reactants needed to synthesize it. The reactants are: Cl.[NH2:2][C:3](OCC)=[CH:4][C:5]([O:7][CH2:8][CH3:9])=[O:6].[NH:13]1[CH2:17][CH2:16][CH2:15][CH2:14]1.C(CC([O-])=O)(=N)N.